This data is from Reaction yield outcomes from USPTO patents with 853,638 reactions. The task is: Predict the reaction yield, written as a fraction of the theoretical maximum amount of product (1.0 means a 100% yield; for example, 0.34 means a 34% yield). (1) The reactants are [CH3:1][O:2][CH2:3][CH2:4][O:5][C:6]1[CH:14]=[C:13]2[C:9]([CH:10]=[CH:11][NH:12]2)=[CH:8][C:7]=1[O:15][C:16]1[CH:21]=[CH:20][N:19]=[C:18]([NH2:22])[CH:17]=1.[H-].[Na+].[CH3:25][NH:26][C:27](=O)[O:28]C1C=CC=CC=1.C(OCC)(=O)C. The catalyst is CN(C)C=O.O. The product is [NH2:22][C:18]1[CH:17]=[C:16]([O:15][C:7]2[CH:8]=[C:9]3[C:13](=[CH:14][C:6]=2[O:5][CH2:4][CH2:3][O:2][CH3:1])[N:12]([C:27]([NH:26][CH3:25])=[O:28])[CH:11]=[CH:10]3)[CH:21]=[CH:20][N:19]=1. The yield is 0.720. (2) The reactants are I[C:2]1[C:7]([CH:8]([O:13][C:14]([CH3:17])([CH3:16])[CH3:15])[C:9]([O:11][CH3:12])=[O:10])=[C:6]([CH3:18])[N:5]=[C:4]2[S:19][C:20]3[CH2:25][CH2:24][CH2:23][CH2:22][C:21]=3[C:3]=12.C(=O)([O-])[O-].[K+].[K+].[F:32][C:33]1[CH:34]=[C:35](B2OC(C)(C)C(C)(C)O2)[C:36]([CH3:43])=[C:37]2[C:42]=1[O:41][CH2:40][CH2:39][CH2:38]2.C(OCC)(=O)C. The catalyst is COCCOC.O.C1C=CC([P]([Pd]([P](C2C=CC=CC=2)(C2C=CC=CC=2)C2C=CC=CC=2)([P](C2C=CC=CC=2)(C2C=CC=CC=2)C2C=CC=CC=2)[P](C2C=CC=CC=2)(C2C=CC=CC=2)C2C=CC=CC=2)(C2C=CC=CC=2)C2C=CC=CC=2)=CC=1. The product is [CH3:18][C:6]1[N:5]=[C:4]2[S:19][C:20]3[CH2:25][CH2:24][CH2:23][CH2:22][C:21]=3[C:3]2=[C:2]([C:35]2[C:36]([CH3:43])=[C:37]3[C:42](=[C:33]([F:32])[CH:34]=2)[O:41][CH2:40][CH2:39][CH2:38]3)[C:7]=1[CH:8]([O:13][C:14]([CH3:17])([CH3:16])[CH3:15])[C:9]([O:11][CH3:12])=[O:10]. The yield is 0.570. (3) The reactants are Cl[C:2]1[N:7]=[C:6]([C:8]2[N:12]3[CH:13]=[CH:14][CH:15]=[CH:16][C:11]3=[N:10][C:9]=2[C:17]2[CH:18]=[C:19]([CH:31]=[CH:32][CH:33]=2)[C:20]([NH:22][C:23]2[C:28]([F:29])=[CH:27][CH:26]=[CH:25][C:24]=2[F:30])=[O:21])[CH:5]=[CH:4][N:3]=1.[CH3:34][O:35][C:36]1[CH:42]=[C:41]([N:43]2[CH2:48][CH2:47][N:46]([CH2:49][CH2:50][S:51]([CH3:54])(=[O:53])=[O:52])[CH2:45][CH2:44]2)[CH:40]=[CH:39][C:37]=1[NH2:38].C1(C)C=CC(S(O)(=O)=O)=CC=1.C[O-].[Na+]. The catalyst is C(Cl)Cl.CC(O)C. The product is [F:30][C:24]1[CH:25]=[CH:26][CH:27]=[C:28]([F:29])[C:23]=1[NH:22][C:20](=[O:21])[C:19]1[CH:31]=[CH:32][CH:33]=[C:17]([C:9]2[N:10]=[C:11]3[CH:16]=[CH:15][CH:14]=[CH:13][N:12]3[C:8]=2[C:6]2[CH:5]=[CH:4][N:3]=[C:2]([NH:38][C:37]3[CH:39]=[CH:40][C:41]([N:43]4[CH2:48][CH2:47][N:46]([CH2:49][CH2:50][S:51]([CH3:54])(=[O:53])=[O:52])[CH2:45][CH2:44]4)=[CH:42][C:36]=3[O:35][CH3:34])[N:7]=2)[CH:18]=1. The yield is 0.460. (4) The reactants are [CH3:1][O:2]C(OC)CNC1C=CC(F)=CC=1.[F:15][C:16]1[CH:29]=[CH:28][C:19]([CH2:20][NH:21][CH2:22][CH:23]([O:26][CH3:27])[O:24][CH3:25])=[CH:18][CH:17]=1.[NH2:30][C:31]1[S:32][C:33]([C:37]([NH:39][CH2:40][C:41]2[CH:42]=[N:43][CH:44]=[CH:45][CH:46]=2)=[O:38])=[C:34]([CH3:36])[N:35]=1. No catalyst specified. The product is [CH3:27][O:26][CH:23]([O:24][CH3:25])[CH2:22][N:21]([CH2:20][C:19]1[CH:18]=[CH:17][C:16]([F:15])=[CH:29][CH:28]=1)[C:1](=[O:2])[NH:30][C:31]1[S:32][C:33]([C:37]([NH:39][CH2:40][C:41]2[CH:42]=[N:43][CH:44]=[CH:45][CH:46]=2)=[O:38])=[C:34]([CH3:36])[N:35]=1. The yield is 0.690. (5) The reactants are C(N([P:8]([N:12]([CH:16]([CH3:18])[CH3:17])[CH:13]([CH3:15])[CH3:14])(Cl)([O-])[O-])C(C)C)(C)C.[C:19]([NH:27][C:28]1[CH:64]=[CH:63][N:31]([C@@H:32]2[O:62][C@H:36]([CH2:37][O:38][C:39]([C:56]3[CH:61]=[CH:60][CH:59]=[CH:58][CH:57]=3)([C:48]3[CH:53]=[CH:52][C:51]([O:54][CH3:55])=[CH:50][CH:49]=3)[C:40]3[CH:45]=[CH:44][C:43]([O:46][CH3:47])=[CH:42][CH:41]=3)[C@@H:34]([OH:35])[CH2:33]2)[C:30](=[O:65])[N:29]=1)(=[O:26])C1C=CC=CC=1.[CH2:66](N(C(C)C)C(C)C)C.[C:75]([O:78][C@@H:79]1[C@@H:89]([O:90][C:91](=[O:93])[CH3:92])[C@H:88]([O:94][C:95](=[O:97])[CH3:96])[C@@H:87]([CH2:98][O:99][C:100](=[O:102])[CH3:101])[O:86][C@H:80]1[O:81][CH2:82][CH2:83][CH2:84]O)(=[O:77])[CH3:76].N1C=NN=N1. The catalyst is ClCCl. The product is [C:19]([NH:27][C:28]1[CH:64]=[CH:63][N:31]([C@@H:32]2[O:62][C@H:36]([CH2:37][O:38][C:39]([C:56]3[CH:61]=[CH:60][CH:59]=[CH:58][CH:57]=3)([C:40]3[CH:45]=[CH:44][C:43]([O:46][CH3:47])=[CH:42][CH:41]=3)[C:48]3[CH:49]=[CH:50][C:51]([O:54][CH3:55])=[CH:52][CH:53]=3)[C@@H:34]([O:35][P:8]([N:12]([CH:13]([CH3:14])[CH3:15])[CH:16]([CH3:17])[CH3:18])[CH2:84][CH2:83][CH2:82][O:81][C@@H:80]3[O:86][C@H:87]([CH2:98][O:99][C:100](=[O:102])[CH3:101])[C@@H:88]([O:94][C:95](=[O:97])[CH3:96])[C@H:89]([O:90][C:91](=[O:93])[CH3:92])[C@H:79]3[O:78][C:75](=[O:77])[CH3:76])[CH2:33]2)[C:30](=[O:65])[N:29]=1)(=[O:26])[CH3:66]. The yield is 0.720. (6) The reactants are [C:1]1([C:7]2[N:15]3[C:10]([CH:11]=[CH:12][CH:13]=[CH:14]3)=[CH:9][C:8]=2[CH2:16]O)[CH:6]=[CH:5][CH:4]=[CH:3][CH:2]=1.C1C=CC(P([N:32]=[N+:33]=[N-:34])(C2C=CC=CC=2)=O)=CC=1.C1CCN2C(=NCCC2)CC1. The catalyst is C1COCC1.CCOC(C)=O. The product is [N:32]([CH2:16][C:8]1[CH:9]=[C:10]2[N:15]([C:7]=1[C:1]1[CH:6]=[CH:5][CH:4]=[CH:3][CH:2]=1)[CH:14]=[CH:13][CH:12]=[CH:11]2)=[N+:33]=[N-:34]. The yield is 0.750. (7) The reactants are [F:1][C:2]1[CH:3]=[C:4]([CH:8]=[C:9]([F:11])[CH:10]=1)[C:5]([OH:7])=[O:6].CN(CCN(C)C)C.[Li]CCCC.[CH3:25][O:26]C=O.Cl. The catalyst is CC1CCCO1. The product is [F:1][C:2]1[CH:3]=[C:4]([CH:8]=[C:9]([F:11])[C:10]=1[CH:25]=[O:26])[C:5]([OH:7])=[O:6]. The yield is 0.350. (8) The reactants are [CH2:1]([N:8]1[CH2:12][CH2:11][CH:10]([C:13](Cl)=[O:14])[CH2:9]1)[C:2]1[CH:7]=[CH:6][CH:5]=[CH:4][CH:3]=1.[Cl-].[Al+3].[Cl-].[Cl-].[NH:20]1[C:28]2[C:23](=[CH:24][CH:25]=[CH:26][CH:27]=2)[CH:22]=[C:21]1[C:29]([O:31][CH2:32][CH3:33])=[O:30].C(=O)([O-])[O-].[Na+].[Na+]. The catalyst is ClCCCl.C(OCC)(=O)C. The product is [CH2:1]([N:8]1[CH2:12][CH2:11][CH:10]([C:13]([C:25]2[CH:24]=[C:23]3[C:28](=[CH:27][CH:26]=2)[NH:20][C:21]([C:29]([O:31][CH2:32][CH3:33])=[O:30])=[CH:22]3)=[O:14])[CH2:9]1)[C:2]1[CH:7]=[CH:6][CH:5]=[CH:4][CH:3]=1. The yield is 0.880. (9) The reactants are Br[CH:2]1[CH2:5][CH2:4][C:3]1=[CH:6][CH:7]=O.C(OCC)(=S)C(N)=O.C(C1[N:21]=[C:22]([C:25]([O:27][CH2:28][CH3:29])=[O:26])[S:23]C=1)(C)C. No catalyst specified. The product is [CH2:28]([O:27][C:25]([C:22]1[S:23][CH:7]=[C:6]([CH:3]2[CH2:2][CH2:5][CH2:4]2)[N:21]=1)=[O:26])[CH3:29]. The yield is 0.640. (10) The reactants are [CH3:1][C:2]1[N:29]=[C:5]2[NH:6][C:7](=[O:28])[C:8]([CH2:13][C:14]3[CH:19]=[CH:18][C:17]([C:20]4[C:21]([C:26]#[N:27])=[CH:22][CH:23]=[CH:24][CH:25]=4)=[CH:16][CH:15]=3)=[C:9]([CH2:10][CH2:11][CH3:12])[N:4]2[N:3]=1.[CH3:30][C:31]1([CH2:34]O)[CH2:33][CH2:32]1.C(P(CCCC)CCCC)CCC.N(C(N1CCCCC1)=O)=NC(N1CCCCC1)=O. The catalyst is C1COCC1.C(OCC)(=O)C. The product is [CH3:1][C:2]1[N:29]=[C:5]2[N:6]([CH2:30][C:31]3([CH3:34])[CH2:33][CH2:32]3)[C:7](=[O:28])[C:8]([CH2:13][C:14]3[CH:19]=[CH:18][C:17]([C:20]4[C:21]([C:26]#[N:27])=[CH:22][CH:23]=[CH:24][CH:25]=4)=[CH:16][CH:15]=3)=[C:9]([CH2:10][CH2:11][CH3:12])[N:4]2[N:3]=1. The yield is 0.210.